Task: Predict the product of the given reaction.. Dataset: Forward reaction prediction with 1.9M reactions from USPTO patents (1976-2016) (1) Given the reactants Br[C:2]1[C:10]2[N:9]3[CH2:11][CH2:12][CH2:13][NH:14][C:15](=[O:16])[C:8]3=[C:7]([CH3:17])[C:6]=2[CH:5]=[C:4]([C:18]#[N:19])[CH:3]=1.[F:20][C:21]1[CH:22]=[C:23](B(O)O)[CH:24]=[C:25]([F:27])[CH:26]=1, predict the reaction product. The product is: [F:20][C:21]1[CH:22]=[C:23]([C:2]2[C:10]3[N:9]4[CH2:11][CH2:12][CH2:13][NH:14][C:15](=[O:16])[C:8]4=[C:7]([CH3:17])[C:6]=3[CH:5]=[C:4]([C:18]#[N:19])[CH:3]=2)[CH:24]=[C:25]([F:27])[CH:26]=1. (2) Given the reactants Br[C:2]1[CH:3]=[C:4]2[C@:15]3([N:20]=[C:19]([NH2:21])[CH2:18][O:17][CH2:16]3)[C:14]3[CH:13]=[C:12]([O:22][CH3:23])[N:11]=[CH:10][C:9]=3[O:8][C:5]2=[CH:6][CH:7]=1.[F:24][C:25]1[C:30](B(O)O)=[CH:29][CH:28]=[CH:27][N:26]=1.P([O-])([O-])([O-])=O.[K+].[K+].[K+], predict the reaction product. The product is: [F:24][C:25]1[C:30]([C:2]2[CH:3]=[C:4]3[C@:15]4([N:20]=[C:19]([NH2:21])[CH2:18][O:17][CH2:16]4)[C:14]4[CH:13]=[C:12]([O:22][CH3:23])[N:11]=[CH:10][C:9]=4[O:8][C:5]3=[CH:6][CH:7]=2)=[CH:29][CH:28]=[CH:27][N:26]=1. (3) Given the reactants [CH:1]1([CH:7]([C:13]2[CH:18]=[CH:17][C:16]([N+:19]([O-])=O)=[C:15]([F:22])[CH:14]=2)[C:8]([O:10][CH2:11][CH3:12])=[O:9])[CH2:6][CH2:5][CH2:4][CH2:3][CH2:2]1.CCO, predict the reaction product. The product is: [NH2:19][C:16]1[CH:17]=[CH:18][C:13]([CH:7]([CH:1]2[CH2:6][CH2:5][CH2:4][CH2:3][CH2:2]2)[C:8]([O:10][CH2:11][CH3:12])=[O:9])=[CH:14][C:15]=1[F:22]. (4) The product is: [N:1]1([CH:13]([C:16]2[CH:21]=[CH:20][C:19]([C:22]3[CH:27]=[CH:26][CH:25]=[C:24]([O:28][CH3:29])[CH:23]=3)=[CH:18][N:17]=2)[CH2:14][CH3:15])[CH:5]=[CH:4][N:3]=[CH:2]1. Given the reactants [NH:1]1[CH:5]=[CH:4][N:3]=[CH:2]1.C(=O)([O-])[O-].[K+].[K+].Br[CH:13]([C:16]1[CH:21]=[CH:20][C:19]([C:22]2[CH:27]=[CH:26][CH:25]=[C:24]([O:28][CH3:29])[CH:23]=2)=[CH:18][N:17]=1)[CH2:14][CH3:15], predict the reaction product. (5) Given the reactants [CH3:1][O:2][C:3]([NH:5][C@@H:6]([CH:56]([CH3:58])[CH3:57])[C:7]([N:9]1[CH2:13][C@@H:12]([CH3:14])[CH2:11][C@H:10]1[C:15]1[NH:19][C:18]2[C:20]3[C:25]([CH:26]=[CH:27][C:17]=2[N:16]=1)=[CH:24][C:23]([C:28]1[CH:29]=[C:30]2[C:53](=[CH:54][CH:55]=1)[C:34]1[NH:35][C:36]([C@@H:38]4[CH2:42][C@H:41]([CH2:43][O:44][CH3:45])[CH2:40][N:39]4C(OC(C)(C)C)=O)=[N:37][C:33]=1[CH:32]=[CH:31]2)=[CH:22][CH:21]=3)=[O:8])=[O:4].Cl.[CH3:60][O:61][C@H:62]([CH3:72])[C@H:63]([NH:67][C:68]([O:70][CH3:71])=[O:69])[C:64]([OH:66])=O.CN(C(ON1N=NC2C=CC=NC1=2)=[N+](C)C)C.F[P-](F)(F)(F)(F)F.CCN(C(C)C)C(C)C, predict the reaction product. The product is: [CH3:71][O:70][C:68]([NH:67][C@@H:63]([C@H:62]([O:61][CH3:60])[CH3:72])[C:64]([N:39]1[CH2:40][C@@H:41]([CH2:43][O:44][CH3:45])[CH2:42][C@H:38]1[C:36]1[NH:35][C:34]2[C:53]3[C:30]([CH:31]=[CH:32][C:33]=2[N:37]=1)=[CH:29][C:28]([C:23]1[CH:24]=[C:25]2[C:20](=[CH:21][CH:22]=1)[C:18]1[NH:19][C:15]([C@@H:10]4[CH2:11][C@H:12]([CH3:14])[CH2:13][N:9]4[C:7](=[O:8])[C@@H:6]([NH:5][C:3](=[O:4])[O:2][CH3:1])[CH:56]([CH3:58])[CH3:57])=[N:16][C:17]=1[CH:27]=[CH:26]2)=[CH:55][CH:54]=3)=[O:66])=[O:69]. (6) Given the reactants [Cl:1][C:2]1[CH:7]=[CH:6][C:5]([S:8]([CH:11]([C:25]2[CH:30]=[C:29]([F:31])[CH:28]=[CH:27][C:26]=2[F:32])[CH2:12][CH2:13][N:14]([CH2:22][CH2:23][OH:24])C(=O)OC(C)(C)C)(=[O:10])=[O:9])=[CH:4][CH:3]=1.FC(F)(F)C(O)=O, predict the reaction product. The product is: [ClH:1].[Cl:1][C:2]1[CH:3]=[CH:4][C:5]([S:8]([CH:11]([C:25]2[CH:30]=[C:29]([F:31])[CH:28]=[CH:27][C:26]=2[F:32])[CH2:12][CH2:13][NH:14][CH2:22][CH2:23][OH:24])(=[O:10])=[O:9])=[CH:6][CH:7]=1. (7) Given the reactants [CH3:1][C:2]1[C:7]([CH3:8])=[CH:6][CH:5]=[CH:4][C:3]=1[N:9]1[C:13]([SH:14])=[N:12][N:11]=[N:10]1.N1C=CC=CC=1.Br[CH2:22][C:23]([O:25][CH2:26][CH3:27])=[O:24], predict the reaction product. The product is: [CH2:26]([O:25][C:23](=[O:24])[CH2:22][S:14][C:13]1[N:9]([C:3]2[CH:4]=[CH:5][CH:6]=[C:7]([CH3:8])[C:2]=2[CH3:1])[N:10]=[N:11][N:12]=1)[CH3:27].